Dataset: NCI-60 drug combinations with 297,098 pairs across 59 cell lines. Task: Regression. Given two drug SMILES strings and cell line genomic features, predict the synergy score measuring deviation from expected non-interaction effect. (1) Drug 1: CCC1(CC2CC(C3=C(CCN(C2)C1)C4=CC=CC=C4N3)(C5=C(C=C6C(=C5)C78CCN9C7C(C=CC9)(C(C(C8N6C=O)(C(=O)OC)O)OC(=O)C)CC)OC)C(=O)OC)O.OS(=O)(=O)O. Drug 2: COC1=NC(=NC2=C1N=CN2C3C(C(C(O3)CO)O)O)N. Cell line: OVCAR-4. Synergy scores: CSS=15.5, Synergy_ZIP=0.273, Synergy_Bliss=-0.0224, Synergy_Loewe=-58.0, Synergy_HSA=0.740. (2) Drug 1: CC(C1=C(C=CC(=C1Cl)F)Cl)OC2=C(N=CC(=C2)C3=CN(N=C3)C4CCNCC4)N. Cell line: NCI/ADR-RES. Synergy scores: CSS=-2.78, Synergy_ZIP=1.48, Synergy_Bliss=-2.51, Synergy_Loewe=-4.21, Synergy_HSA=-5.42. Drug 2: N.N.Cl[Pt+2]Cl. (3) Drug 1: CC1=C(C=C(C=C1)C(=O)NC2=CC(=CC(=C2)C(F)(F)F)N3C=C(N=C3)C)NC4=NC=CC(=N4)C5=CN=CC=C5. Drug 2: CCC1=C2CN3C(=CC4=C(C3=O)COC(=O)C4(CC)O)C2=NC5=C1C=C(C=C5)O. Cell line: CAKI-1. Synergy scores: CSS=24.3, Synergy_ZIP=1.87, Synergy_Bliss=5.43, Synergy_Loewe=-39.8, Synergy_HSA=0.821. (4) Drug 1: CC1=C(C=C(C=C1)NC2=NC=CC(=N2)N(C)C3=CC4=NN(C(=C4C=C3)C)C)S(=O)(=O)N.Cl. Drug 2: CC1=C(C=C(C=C1)C(=O)NC2=CC(=CC(=C2)C(F)(F)F)N3C=C(N=C3)C)NC4=NC=CC(=N4)C5=CN=CC=C5. Cell line: SN12C. Synergy scores: CSS=9.25, Synergy_ZIP=2.17, Synergy_Bliss=6.47, Synergy_Loewe=6.26, Synergy_HSA=5.58.